Dataset: Full USPTO retrosynthesis dataset with 1.9M reactions from patents (1976-2016). Task: Predict the reactants needed to synthesize the given product. (1) Given the product [C:1]([C:5]1[CH:6]=[C:7]([C:20]([OH:22])=[O:21])[N:8]([CH2:10][C:11]2[C:12]([CH3:19])=[CH:13][C:14]([CH3:18])=[CH:15][C:16]=2[CH3:17])[CH:9]=1)([CH3:4])([CH3:2])[CH3:3], predict the reactants needed to synthesize it. The reactants are: [C:1]([C:5]1[CH:6]=[C:7]([C:20]([O:22]CC)=[O:21])[N:8]([CH2:10][C:11]2[C:16]([CH3:17])=[CH:15][C:14]([CH3:18])=[CH:13][C:12]=2[CH3:19])[CH:9]=1)([CH3:4])([CH3:3])[CH3:2].[OH-].[Na+].Cl. (2) Given the product [Cl:1][C:2]1[CH:3]=[C:4]2[C:8](=[C:9]([CH2:11][C:12]3[N:17]4[CH:18]=[CH:19][C:20]([C:22]([O:24][CH3:25])=[O:23])=[CH:21][C:16]4=[CH:15][N:14]=3)[CH:10]=1)[N:7]([CH2:26][CH:27]([CH3:29])[CH3:28])[N:6]=[CH:5]2, predict the reactants needed to synthesize it. The reactants are: [Cl:1][C:2]1[CH:3]=[C:4]2[C:8](=[C:9]([CH2:11][C:12]([NH:14][CH2:15][C:16]3[CH:21]=[C:20]([C:22]([O:24][CH3:25])=[O:23])[CH:19]=[CH:18][N:17]=3)=O)[CH:10]=1)[N:7]([CH2:26][CH:27]([CH3:29])[CH3:28])[N:6]=[CH:5]2.P(Cl)(Cl)(Cl)=O.O.C(=O)([O-])O.[Na+]. (3) Given the product [Br:11][C:12]1[CH:13]=[N:10][C:8]2[N:7]([N:6]=[C:5]([C:1]([CH3:4])([CH3:3])[CH3:2])[CH:9]=2)[CH:15]=1, predict the reactants needed to synthesize it. The reactants are: [C:1]([C:5]1[CH:9]=[C:8]([NH2:10])[NH:7][N:6]=1)([CH3:4])([CH3:3])[CH3:2].[Br:11][CH:12]([CH:15]=O)[CH:13]=O.CC1C=CC(S(O)(=O)=O)=CC=1. (4) Given the product [OH:2][C:3]1[CH:13]=[CH:12][C:6]2[CH2:7][CH2:8][CH2:9][CH2:10][NH:11][C:5]=2[CH:4]=1, predict the reactants needed to synthesize it. The reactants are: C[O:2][C:3]1[CH:13]=[CH:12][C:6]2[CH2:7][CH2:8][CH2:9][CH2:10][NH:11][C:5]=2[CH:4]=1.Br.[NH4+].[OH-]. (5) Given the product [CH2:25]([N:32]1[CH2:37][CH2:36][N:35]([S:12]([C:5]2[CH:4]=[CH:3][C:2]([O:42][CH2:41][CH2:40][Si:39]([CH3:44])([CH3:43])[CH3:38])=[C:11]3[C:6]=2[CH:7]=[CH:8][CH:9]=[N:10]3)(=[O:14])=[O:13])[CH2:34][CH2:33]1)[C:26]1[CH:27]=[CH:28][CH:29]=[CH:30][CH:31]=1, predict the reactants needed to synthesize it. The reactants are: F[C:2]1[C:11]2[N:10]=[CH:9][CH:8]=[CH:7][C:6]=2[C:5]([S:12](Cl)(=[O:14])=[O:13])=[CH:4][CH:3]=1.CCN(C(C)C)C(C)C.[CH2:25]([N:32]1[CH2:37][CH2:36][NH:35][CH2:34][CH2:33]1)[C:26]1[CH:31]=[CH:30][CH:29]=[CH:28][CH:27]=1.[CH3:38][Si:39]([CH3:44])([CH3:43])[CH2:40][CH2:41][OH:42].[H-].[Na+]. (6) Given the product [N:1]1[CH:6]=[CH:5][C:4]([C:7]2[N:8]=[N:9][C:10]([C:13]([OH:15])=[O:14])=[CH:11][N:12]=2)=[CH:3][CH:2]=1, predict the reactants needed to synthesize it. The reactants are: [N:1]1[CH:6]=[CH:5][C:4]([C:7]2[N:8]=[N:9][C:10]([C:13]([O:15]CC)=[O:14])=[CH:11][N:12]=2)=[CH:3][CH:2]=1.[OH-].[Na+].